Task: Predict the reactants needed to synthesize the given product.. Dataset: Full USPTO retrosynthesis dataset with 1.9M reactions from patents (1976-2016) (1) Given the product [Br:1][C:2]1[CH:7]=[C:6]([CH2:8][N:37]2[CH:41]=[N:40][C:39]([C:42]([O:44][CH3:45])=[O:43])=[N:38]2)[CH:5]=[N:4][C:3]=1[O:10][CH2:11][CH3:12], predict the reactants needed to synthesize it. The reactants are: [Br:1][C:2]1[C:3]([O:10][CH2:11][CH3:12])=[N:4][CH:5]=[C:6]([CH2:8]Cl)[CH:7]=1.C1OCCOCCOCCOCCOCCOC1.C([O-])([O-])=O.[K+].[K+].[NH:37]1[CH:41]=[N:40][C:39]([C:42]([O:44][CH3:45])=[O:43])=[N:38]1. (2) Given the product [Br:1][C:2]1[CH:3]=[N:4][CH:5]=[C:6]([CH:10]=1)[C:7]([NH:18][C:17]1[CH:19]=[CH:20][C:14]([CH:11]([CH3:13])[CH3:12])=[CH:15][CH:16]=1)=[O:9], predict the reactants needed to synthesize it. The reactants are: [Br:1][C:2]1[CH:3]=[N:4][CH:5]=[C:6]([CH:10]=1)[C:7]([OH:9])=O.[CH:11]([C:14]1[CH:20]=[CH:19][C:17]([NH2:18])=[CH:16][CH:15]=1)([CH3:13])[CH3:12]. (3) Given the product [CH3:47][O:48][C:49]1[CH:50]=[C:51]([NH:55][C:56]2[C:65]3[C:60](=[C:61]([CH3:83])[CH:62]=[C:63]([S:66]([C:69]4[CH:74]=[CH:73][CH:72]=[C:71]([C:75]([N:77]5[CH2:78][CH2:79][N:80]([C:40](=[O:42])[C:39]6[CH:43]=[CH:44][CH:45]=[C:37]([CH2:36][C:35](=[O:34])[CH3:46])[CH:38]=6)[CH2:81][CH2:82]5)=[O:76])[CH:70]=4)(=[O:68])=[O:67])[CH:64]=3)[N:59]=[CH:58][C:57]=2[C:84]([NH2:86])=[O:85])[CH:52]=[CH:53][CH:54]=1, predict the reactants needed to synthesize it. The reactants are: CN(C(ON1N=NC2C=CC=NC1=2)=[N+](C)C)C.F[P-](F)(F)(F)(F)F.CCN(C(C)C)C(C)C.[O:34]=[C:35]([CH3:46])[CH2:36][C:37]1[CH:38]=[C:39]([CH:43]=[CH:44][CH:45]=1)[C:40]([OH:42])=O.[CH3:47][O:48][C:49]1[CH:50]=[C:51]([NH:55][C:56]2[C:65]3[C:60](=[C:61]([CH3:83])[CH:62]=[C:63]([S:66]([C:69]4[CH:74]=[CH:73][CH:72]=[C:71]([C:75]([N:77]5[CH2:82][CH2:81][NH:80][CH2:79][CH2:78]5)=[O:76])[CH:70]=4)(=[O:68])=[O:67])[CH:64]=3)[N:59]=[CH:58][C:57]=2[C:84]([NH2:86])=[O:85])[CH:52]=[CH:53][CH:54]=1. (4) The reactants are: [NH2:1][CH2:2][CH:3]([C:5]1[CH:10]=[CH:9][CH:8]=[CH:7][CH:6]=1)[OH:4].C(N(CC)CC)C.[CH:18]1[C:30]2[CH:29]([CH2:31][O:32][C:33]([N:35]3[CH2:40][CH2:39][C:38]([C:59](Cl)=[O:60])([NH:41][C:42]([O:44][CH2:45][CH:46]4[C:58]5[CH:57]=[CH:56][CH:55]=[CH:54][C:53]=5[C:52]5[C:47]4=[CH:48][CH:49]=[CH:50][CH:51]=5)=[O:43])[CH2:37][CH2:36]3)=[O:34])[C:28]3[C:23](=[CH:24][CH:25]=[CH:26][CH:27]=3)[C:22]=2[CH:21]=[CH:20][CH:19]=1. Given the product [CH:27]1[C:28]2[CH:29]([CH2:31][O:32][C:33]([N:35]3[CH2:40][CH2:39][C:38]([NH:41][C:42]([O:44][CH2:45][CH:46]4[C:47]5[CH:48]=[CH:49][CH:50]=[CH:51][C:52]=5[C:53]5[C:58]4=[CH:57][CH:56]=[CH:55][CH:54]=5)=[O:43])([C:59](=[O:60])[NH:1][CH2:2][CH:3]([OH:4])[C:5]4[CH:10]=[CH:9][CH:8]=[CH:7][CH:6]=4)[CH2:37][CH2:36]3)=[O:34])[C:30]3[C:22](=[CH:21][CH:20]=[CH:19][CH:18]=3)[C:23]=2[CH:24]=[CH:25][CH:26]=1, predict the reactants needed to synthesize it.